From a dataset of Full USPTO retrosynthesis dataset with 1.9M reactions from patents (1976-2016). Predict the reactants needed to synthesize the given product. (1) The reactants are: [NH:1]1[CH2:6][CH2:5][O:4][CH2:3][CH2:2]1.Cl.N1(CC2C=CC(/C=C/C#[C:24][C:25]3[CH:33]=[CH:32][C:28]([C:29](O)=[O:30])=[CH:27][CH:26]=3)=CC=2)CCOCC1.[BH3-]C#N.[Na+].COC(=O)[C@@H](NC(C1C=CC=CC=1)(C1C=CC=CC=1)C1C=CC=CC=1)[C@H](N)C. Given the product [N:1]1([CH2:24][C:25]2[CH:33]=[CH:32][C:28]([CH:29]=[O:30])=[CH:27][CH:26]=2)[CH2:6][CH2:5][O:4][CH2:3][CH2:2]1, predict the reactants needed to synthesize it. (2) Given the product [OH:63][C:59]([CH3:60])([CH3:58])[C:61]#[C:62][C:2]1[CH:3]=[CH:4][C:5]2[O:11][CH2:10][CH2:9][N:8]3[C:12]([CH2:18][N:19]4[CH2:24][CH2:23][N:22]([CH3:25])[CH2:21][CH2:20]4)=[C:13]([C:15]([NH2:17])=[O:16])[N:14]=[C:7]3[C:6]=2[CH:26]=1, predict the reactants needed to synthesize it. The reactants are: Br[C:2]1[CH:3]=[CH:4][C:5]2[O:11][CH2:10][CH2:9][N:8]3[C:12]([CH2:18][N:19]4[CH2:24][CH2:23][N:22]([CH3:25])[CH2:21][CH2:20]4)=[C:13]([C:15]([NH2:17])=[O:16])[N:14]=[C:7]3[C:6]=2[CH:26]=1.BrC1C=CC2OCCN3C(CN4CCCC4)=C(C(N)=O)N=C3C=2C=1.CN1CCNCC1.[CH3:58][C:59]([OH:63])([C:61]#[CH:62])[CH3:60]. (3) Given the product [Br:1][C:2]1[C:3]([CH3:14])=[N:4][N:5]([CH2:28][CH:25]2[CH2:26][CH2:27][CH:22]([OH:21])[CH2:23][CH2:24]2)[C:6]=1[C:7]1[CH:12]=[CH:11][C:10]([F:13])=[CH:9][CH:8]=1, predict the reactants needed to synthesize it. The reactants are: [Br:1][C:2]1[C:3]([CH3:14])=[N:4][NH:5][C:6]=1[C:7]1[CH:12]=[CH:11][C:10]([F:13])=[CH:9][CH:8]=1.O1CCCCC1[O:21][CH:22]1[CH2:27][CH2:26][CH:25]([CH2:28]O)[CH2:24][CH2:23]1.C1(P(C2C=CC=CC=2)C2C=CC=CC=2)C=CC=CC=1.N(C(OC(C)C)=O)=NC(OC(C)C)=O.O.C1(C)C=CC(S(O)(=O)=O)=CC=1.